From a dataset of Full USPTO retrosynthesis dataset with 1.9M reactions from patents (1976-2016). Predict the reactants needed to synthesize the given product. (1) Given the product [CH:31]([NH2:28])([NH2:23])[CH2:21][CH2:20][CH2:19][CH2:18][CH2:17][CH2:16][CH2:13][CH3:14].[CH3:12][CH:13]([CH2:16][CH2:17][CH2:18][CH2:19][CH2:20][CH3:21])[CH:14]([NH2:28])[NH2:23], predict the reactants needed to synthesize it. The reactants are: C(=O)CCCCCCCC=O.[CH3:12][CH:13]([CH2:16][CH2:17][CH2:18][CH2:19][CH2:20][CH:21]=O)[CH:14]=O.[NH3:23].[H][H].C([N:28]([CH2:31]C)CC)C. (2) Given the product [Br:8][C:9]1[C:10]([N:17]([CH:29]2[CH2:33][CH2:32][CH2:31][CH2:30]2)[NH:18][C:19](=[O:28])[C:20]2[CH:25]=[CH:24][C:23]([CH2:26][N:5]3[CH2:6][CH2:7][N:2]([CH3:1])[CH2:3][CH2:4]3)=[CH:22][CH:21]=2)=[N:11][C:12]([C:15]#[N:16])=[N:13][CH:14]=1, predict the reactants needed to synthesize it. The reactants are: [CH3:1][N:2]1[CH2:7][CH2:6][NH:5][CH2:4][CH2:3]1.[Br:8][C:9]1[C:10]([N:17]([CH:29]2[CH2:33][CH2:32][CH2:31][CH2:30]2)[NH:18][C:19](=[O:28])[C:20]2[CH:25]=[CH:24][C:23]([CH2:26]Br)=[CH:22][CH:21]=2)=[N:11][C:12]([C:15]#[N:16])=[N:13][CH:14]=1. (3) Given the product [Br:1][C:2]1[CH:7]=[C:6]([Cl:8])[CH:5]=[CH:4][C:3]=1[CH:9]1[CH2:14][C:13]([CH3:28])([S:15]([C:18]2[CH:23]=[CH:22][CH:21]=[C:20]([C:24]([F:26])([F:27])[F:25])[CH:19]=2)(=[O:16])=[O:17])[CH2:12][CH2:11][O:10]1, predict the reactants needed to synthesize it. The reactants are: [Br:1][C:2]1[CH:7]=[C:6]([Cl:8])[CH:5]=[CH:4][C:3]=1[CH:9]1[CH2:14][CH:13]([S:15]([C:18]2[CH:23]=[CH:22][CH:21]=[C:20]([C:24]([F:27])([F:26])[F:25])[CH:19]=2)(=[O:17])=[O:16])[CH2:12][CH2:11][O:10]1.[CH3:28]C([O-])(C)C.[K+].C1OCCOCCOCCOCCOCCOC1.CI. (4) Given the product [Cl:23][C:18]1[CH:17]=[C:16]([C:14]2[N:15]=[C:11]([C:9]3[CH:10]=[C:5]([C:3]([OH:2])=[O:4])[C:6]([C:24]4[CH:29]=[CH:28][C:27]([C:30]([N:33]5[CH2:38][CH2:37][O:36][CH2:35][CH2:34]5)=[O:31])=[CH:26][CH:25]=4)=[CH:7][CH:8]=3)[S:12][CH:13]=2)[CH:21]=[CH:20][C:19]=1[Cl:22], predict the reactants needed to synthesize it. The reactants are: C[O:2][C:3]([C:5]1[C:6]([C:24]2[CH:29]=[CH:28][C:27]([C:30](O)=[O:31])=[CH:26][CH:25]=2)=[CH:7][CH:8]=[C:9]([C:11]2[S:12][CH:13]=[C:14]([C:16]3[CH:21]=[CH:20][C:19]([Cl:22])=[C:18]([Cl:23])[CH:17]=3)[N:15]=2)[CH:10]=1)=[O:4].[NH:33]1[CH2:38][CH2:37][O:36][CH2:35][CH2:34]1.